Dataset: Forward reaction prediction with 1.9M reactions from USPTO patents (1976-2016). Task: Predict the product of the given reaction. Given the reactants [C:1]([O:5][C:6](=[O:22])[CH2:7][O:8][C:9]1[CH:14]=[CH:13][C:12](Cl)=[CH:11][C:10]=1[C:16]#[C:17][Si:18]([CH3:21])([CH3:20])[CH3:19])([CH3:4])([CH3:3])[CH3:2].C(OC(=O)COC1C(Br)=[N:33]C(C)=CC=1)(C)(C)C, predict the reaction product. The product is: [CH3:19][Si:18]([C:17]#[C:16][C:10]1[C:9]([O:8][CH2:7][C:6]([O:5][C:1]([CH3:4])([CH3:3])[CH3:2])=[O:22])=[CH:14][CH:13]=[C:12]([CH3:11])[N:33]=1)([CH3:21])[CH3:20].